This data is from Full USPTO retrosynthesis dataset with 1.9M reactions from patents (1976-2016). The task is: Predict the reactants needed to synthesize the given product. (1) Given the product [F:25][C:24]([F:27])([F:26])[C:22]([OH:28])=[O:23].[NH2:8][C@@H:9]([CH2:10][O:11][CH2:12][C:13]1[CH:18]=[CH:17][CH:16]=[CH:15][CH:14]=1)[C:19]([OH:21])=[O:20], predict the reactants needed to synthesize it. The reactants are: C([NH:8][C@H:9]([C:19]([OH:21])=[O:20])[CH2:10][O:11][CH2:12][C:13]1[CH:18]=[CH:17][CH:16]=[CH:15][CH:14]=1)(OC(C)(C)C)=O.[C:22]([OH:28])([C:24]([F:27])([F:26])[F:25])=[O:23]. (2) Given the product [NH2:20][C:17]1[CH:18]=[CH:19][C:10]([O:9][CH:8]([C:5]2[CH:4]=[CH:3][C:2]([Cl:1])=[CH:7][CH:6]=2)[C:23]2[CH:28]=[CH:27][CH:26]=[CH:25][C:24]=2[F:29])=[C:11]([CH:16]=1)[C:12]([O:14][CH3:15])=[O:13], predict the reactants needed to synthesize it. The reactants are: [Cl:1][C:2]1[CH:7]=[CH:6][C:5]([CH:8]([C:23]2[CH:28]=[CH:27][CH:26]=[CH:25][C:24]=2[F:29])[O:9][C:10]2[CH:19]=[CH:18][C:17]([N+:20]([O-])=O)=[CH:16][C:11]=2[C:12]([O:14][CH3:15])=[O:13])=[CH:4][CH:3]=1.[Cl-].[Ca+2].[Cl-].C(O)C. (3) Given the product [F:17][C:15]1[CH:16]=[C:11]([CH2:10][C@@H:9]([C:19]2[C:24]([C:25]3[CH:26]=[CH:27][C:28]([F:34])=[C:29]([CH:33]=3)[C:30]([NH2:32])=[O:31])=[CH:23][CH:22]=[CH:21][N:20]=2)[NH:8][C:47](=[O:48])[CH2:46][N:39]2[C:40]3[C:45](=[CH:44][CH:43]=[CH:42][CH:41]=3)[C:37]([C:36]([F:50])([F:35])[F:51])=[N:38]2)[CH:12]=[C:13]([F:18])[CH:14]=1, predict the reactants needed to synthesize it. The reactants are: FC(F)(F)C(O)=O.[NH2:8][C@H:9]([C:19]1[C:24]([C:25]2[CH:26]=[CH:27][C:28]([F:34])=[C:29]([CH:33]=2)[C:30]([NH2:32])=[O:31])=[CH:23][CH:22]=[CH:21][N:20]=1)[CH2:10][C:11]1[CH:16]=[C:15]([F:17])[CH:14]=[C:13]([F:18])[CH:12]=1.[F:35][C:36]([F:51])([F:50])[C:37]1[C:45]2[C:40](=[CH:41][CH:42]=[CH:43][CH:44]=2)[N:39]([CH2:46][C:47](O)=[O:48])[N:38]=1.